The task is: Predict the reactants needed to synthesize the given product.. This data is from Full USPTO retrosynthesis dataset with 1.9M reactions from patents (1976-2016). (1) Given the product [O:1]([CH2:8][C:9]1[CH:14]=[CH:13][C:12]([C:15]2[NH:36][C:18]3=[N:19][C:20]([CH:23]4[CH2:28][CH2:27][CH2:26][NH:25][CH2:24]4)=[CH:21][CH:22]=[C:17]3[N:16]=2)=[CH:11][CH:10]=1)[C:2]1[CH:3]=[CH:4][CH:5]=[CH:6][CH:7]=1, predict the reactants needed to synthesize it. The reactants are: [O:1]([CH2:8][C:9]1[CH:14]=[CH:13][C:12]([C:15]2[NH:36][C:18]3=[N:19][C:20]([CH:23]4[CH2:28][CH2:27][CH2:26][N:25](C(OC(C)(C)C)=O)[CH2:24]4)=[CH:21][CH:22]=[C:17]3[N:16]=2)=[CH:11][CH:10]=1)[C:2]1[CH:7]=[CH:6][CH:5]=[CH:4][CH:3]=1.FC(F)(F)C(O)=O. (2) Given the product [CH2:28]([O:27][C:25](=[O:26])[C@H:7]([CH2:8][C:9]1[CH:14]=[CH:13][C:12]([C:15]2[C:16]([O:23][CH3:24])=[CH:17][CH:18]=[CH:19][C:20]=2[OH:21])=[CH:11][CH:10]=1)[NH:6][C:4](=[O:5])[C:3]1[C:2]([Cl:1])=[CH:33][CH:32]=[CH:31][C:30]=1[Cl:34])[CH3:29], predict the reactants needed to synthesize it. The reactants are: [Cl:1][C:2]1[CH:33]=[CH:32][CH:31]=[C:30]([Cl:34])[C:3]=1[C:4]([NH:6][C@H:7]([C:25]([O:27][CH2:28][CH3:29])=[O:26])[CH2:8][C:9]1[CH:14]=[CH:13][C:12]([C:15]2[C:20]([O:21]C)=[CH:19][CH:18]=[CH:17][C:16]=2[O:23][CH3:24])=[CH:11][CH:10]=1)=[O:5].B(Br)(Br)Br. (3) Given the product [C:1]([O:5][C:6](=[O:29])[NH:7][C@H:8]([C:12]1[CH:17]=[C:16]([C:18]2[N:22]([CH:23]([F:25])[F:24])[N:21]=[CH:20][C:19]=2[NH2:26])[CH:15]=[CH:14][N:13]=1)[CH2:9][CH:10]=[CH2:11])([CH3:2])([CH3:3])[CH3:4], predict the reactants needed to synthesize it. The reactants are: [C:1]([O:5][C:6](=[O:29])[NH:7][C@H:8]([C:12]1[CH:17]=[C:16]([C:18]2[N:22]([CH:23]([F:25])[F:24])[N:21]=[CH:20][C:19]=2[N+:26]([O-])=O)[CH:15]=[CH:14][N:13]=1)[CH2:9][CH:10]=[CH2:11])([CH3:4])([CH3:3])[CH3:2].[NH4+].[Cl-]. (4) Given the product [CH2:1]([O:3][C:4]([C:6]1[CH:7]=[N:8][C:9]2[C:14]([C:15]=1[Cl:20])=[CH:13][CH:12]=[C:11]([F:17])[CH:10]=2)=[O:5])[CH3:2], predict the reactants needed to synthesize it. The reactants are: [CH2:1]([O:3][C:4]([C:6]1[CH:7]=[N:8][C:9]2[C:14]([C:15]=1O)=[CH:13][CH:12]=[C:11]([F:17])[CH:10]=2)=[O:5])[CH3:2].O=P(Cl)(Cl)[Cl:20]. (5) Given the product [P:1]([O:3][CH2:4][CH2:5][NH:6][S:39]([C:37]1[CH:36]=[CH:35][C:33]2[C:34]3[CH:26]([CH2:25][Cl:24])[CH2:27][NH:28][C:29]=3[CH:30]=[C:31]([N+:43]([O-:45])=[O:44])[C:32]=2[CH:38]=1)(=[O:41])=[O:40])([O:7][C:8]([CH3:10])([CH3:9])[CH3:11])([O:12][C:13]([CH3:16])([CH3:15])[CH3:14])=[O:2], predict the reactants needed to synthesize it. The reactants are: [P:1]([O:12][C:13]([CH3:16])([CH3:15])[CH3:14])([O:7][C:8]([CH3:11])([CH3:10])[CH3:9])([O:3][CH2:4][CH2:5][NH2:6])=[O:2].CCN(CC)CC.[Cl:24][CH2:25][CH:26]1[C:34]2[C:33]3[CH:35]=[CH:36][C:37]([S:39](Cl)(=[O:41])=[O:40])=[CH:38][C:32]=3[C:31]([N+:43]([O-:45])=[O:44])=[CH:30][C:29]=2[N:28](C(=O)C(F)(F)F)[CH2:27]1.C([O-])([O-])=O.[Cs+].[Cs+].